Task: Predict the product of the given reaction.. Dataset: Forward reaction prediction with 1.9M reactions from USPTO patents (1976-2016) (1) Given the reactants [CH3:1][O:2][C:3]1[CH:8]=[CH:7][C:6]([C:9]2[C:14]([CH3:15])=[C:13]([C:16]([F:19])([F:18])[F:17])[N:12]3[N:20]=[CH:21][C:22]([C:23]([N:25]4[CH2:30][CH2:29][N:28]([C@H:31]([C:33]5[CH:34]=[C:35]([NH:39]C(=O)OC(C)(C)C)[CH:36]=[CH:37][CH:38]=5)[CH3:32])[CH2:27][C@H:26]4[CH3:47])=[O:24])=[C:11]3[N:10]=2)=[CH:5][CH:4]=1.C(O)(C(F)(F)F)=O, predict the reaction product. The product is: [NH2:39][C:35]1[CH:34]=[C:33]([C@@H:31]([N:28]2[CH2:29][CH2:30][N:25]([C:23]([C:22]3[CH:21]=[N:20][N:12]4[C:13]([C:16]([F:18])([F:17])[F:19])=[C:14]([CH3:15])[C:9]([C:6]5[CH:7]=[CH:8][C:3]([O:2][CH3:1])=[CH:4][CH:5]=5)=[N:10][C:11]=34)=[O:24])[C@H:26]([CH3:47])[CH2:27]2)[CH3:32])[CH:38]=[CH:37][CH:36]=1. (2) Given the reactants CC1C=CC(S(O[CH2:12][CH:13]2[O:17][N:16]=[C:15]([C:18]3[CH:23]=[CH:22][C:21]([Br:24])=[CH:20][N:19]=3)[CH2:14]2)(=O)=O)=CC=1.C([O-])([O-])=O.[K+].[K+].[NH:31]1[CH2:36][CH2:35][O:34][CH2:33][CH2:32]1.CCOC(C)=O, predict the reaction product. The product is: [Br:24][C:21]1[CH:22]=[CH:23][C:18]([C:15]2[CH2:14][CH:13]([CH2:12][N:31]3[CH2:36][CH2:35][O:34][CH2:33][CH2:32]3)[O:17][N:16]=2)=[N:19][CH:20]=1. (3) Given the reactants Cl.[O:2]([C:9]1[CH:14]=[CH:13][C:12]([NH:15]N)=[C:11]([N+:17]([O-:19])=[O:18])[CH:10]=1)[C:3]1[CH:8]=[CH:7][CH:6]=[CH:5][CH:4]=1.[C:20]([C:23]1[CH:28]=[CH:27][CH:26]=[CH:25][N:24]=1)(=O)[CH3:21], predict the reaction product. The product is: [N+:17]([C:11]1[CH:10]=[C:9]([O:2][C:3]2[CH:8]=[CH:7][CH:6]=[CH:5][CH:4]=2)[CH:14]=[C:13]2[C:12]=1[NH:15][C:20]([C:23]1[CH:28]=[CH:27][CH:26]=[CH:25][N:24]=1)=[CH:21]2)([O-:19])=[O:18]. (4) Given the reactants [I:1][C:2]1[CH:7]=[CH:6][C:5]([C@H:8]2[C@H:13]([NH2:14])[CH2:12][CH2:11][O:10][CH2:9]2)=[CH:4][CH:3]=1.N12CCCN=C1CCCCC2.[CH3:26][CH:27]([S:29](Cl)(=[O:31])=[O:30])[CH3:28], predict the reaction product. The product is: [I:1][C:2]1[CH:7]=[CH:6][C:5]([C@H:8]2[C@H:13]([NH:14][S:29]([CH:27]([CH3:28])[CH3:26])(=[O:31])=[O:30])[CH2:12][CH2:11][O:10][CH2:9]2)=[CH:4][CH:3]=1. (5) Given the reactants [NH2:1][C:2]1[C:3]([C:7]2[N:8]([CH2:32][CH3:33])[C:9]3[C:14]([C:15]4[CH:16]=[C:17]([CH:20]=[CH:21][CH:22]=4)[CH:18]=O)=[C:13]([O:23][C:24]4[CH:29]=[CH:28][C:27]([F:30])=[CH:26][CH:25]=4)[N:12]=[CH:11][C:10]=3[N:31]=2)=[N:4][O:5][N:6]=1.[CH2:34]([NH2:36])[CH3:35].[BH-](OC(C)=O)(OC(C)=O)OC(C)=O.[Na+], predict the reaction product. The product is: [CH2:32]([N:8]1[C:9]2[C:14]([C:15]3[CH:22]=[CH:21][CH:20]=[C:17]([CH2:18][NH:36][CH2:34][CH3:35])[CH:16]=3)=[C:13]([O:23][C:24]3[CH:29]=[CH:28][C:27]([F:30])=[CH:26][CH:25]=3)[N:12]=[CH:11][C:10]=2[N:31]=[C:7]1[C:3]1[C:2]([NH2:1])=[N:6][O:5][N:4]=1)[CH3:33]. (6) Given the reactants [F:1][C:2]1[CH:9]=[CH:8][C:5]([CH2:6]Br)=[CH:4][CH:3]=1.C([O-])([O-])=O.[K+].[K+].[F:16][C:17]1[CH:18]=[C:19]2[C:23](=[CH:24][CH:25]=1)[NH:22][C:21]([CH3:26])=[C:20]2[C:27]1[C:32]2[CH:33]=[CH:34][CH:35]=[CH:36][C:31]=2[S:30](=[O:38])(=[O:37])[NH:29][N:28]=1.Br[CH2:40][C:41]([O:43][C:44]([CH3:47])([CH3:46])[CH3:45])=[O:42], predict the reaction product. The product is: [C:44]([O:43][C:41](=[O:42])[CH2:40][N:22]1[C:23]2[C:19](=[CH:18][C:17]([F:16])=[CH:25][CH:24]=2)[C:20]([C:27]2[C:32]3[CH:33]=[CH:34][CH:35]=[CH:36][C:31]=3[S:30](=[O:37])(=[O:38])[N:29]([CH2:6][C:5]3[CH:8]=[CH:9][C:2]([F:1])=[CH:3][CH:4]=3)[N:28]=2)=[C:21]1[CH3:26])([CH3:47])([CH3:46])[CH3:45].